Task: Predict the reaction yield, written as a fraction of the theoretical maximum amount of product (1.0 means a 100% yield; for example, 0.34 means a 34% yield).. Dataset: Reaction yield outcomes from USPTO patents with 853,638 reactions (1) The reactants are [OH:1][C:2]1[C:11]2[C:6](=[CH:7][CH:8]=[CH:9][CH:10]=2)[N:5]([NH:12][CH2:13][CH:14]([CH3:16])[CH3:15])[C:4](=[O:17])[C:3]=1[C:18]1[NH:23][C:22]2[CH:24]=[CH:25][C:26]([OH:28])=[CH:27][C:21]=2[S:20](=[O:30])(=[O:29])[N:19]=1.C(=O)([O-])[O-].[Cs+].[Cs+].Br[CH2:38][C:39]([NH2:41])=[O:40]. The catalyst is [I-].C([N+](CCCC)(CCCC)CCCC)CCC.CN(C)C=O. The product is [OH:1][C:2]1[C:11]2[C:6](=[CH:7][CH:8]=[CH:9][CH:10]=2)[N:5]([NH:12][CH2:13][CH:14]([CH3:15])[CH3:16])[C:4](=[O:17])[C:3]=1[C:18]1[NH:23][C:22]2[CH:24]=[CH:25][C:26]([O:28][CH2:38][C:39]([NH2:41])=[O:40])=[CH:27][C:21]=2[S:20](=[O:29])(=[O:30])[N:19]=1. The yield is 0.770. (2) The reactants are I[C:2]1[C:3]2[S:11][CH:10]=[C:9]([C:12]3[CH:13]=[C:14]4[C:18](=[CH:19][CH:20]=3)[N:17]([C:21](=[O:29])[CH2:22][C:23]3[CH:28]=[CH:27][CH:26]=[CH:25][CH:24]=3)[CH2:16][CH2:15]4)[C:4]=2[C:5]([NH2:8])=[N:6][CH:7]=1.[N:30]1[CH:35]=[CH:34][C:33](B(O)O)=[CH:32][CH:31]=1.C(=O)(O)[O-].[Na+].CO. The catalyst is O1CCOCC1.CCOC(C)=O.C1C=CC(P(C2C=CC=CC=2)[C-]2C=CC=C2)=CC=1.C1C=CC(P(C2C=CC=CC=2)[C-]2C=CC=C2)=CC=1.Cl[Pd]Cl.[Fe+2].C(Cl)Cl. The product is [C:23]1([CH2:22][C:21]([N:17]2[C:18]3[C:14](=[CH:13][C:12]([C:9]4[C:4]5[C:5]([NH2:8])=[N:6][CH:7]=[C:2]([C:33]6[CH:34]=[CH:35][N:30]=[CH:31][CH:32]=6)[C:3]=5[S:11][CH:10]=4)=[CH:20][CH:19]=3)[CH2:15][CH2:16]2)=[O:29])[CH:28]=[CH:27][CH:26]=[CH:25][CH:24]=1. The yield is 0.686.